This data is from Full USPTO retrosynthesis dataset with 1.9M reactions from patents (1976-2016). The task is: Predict the reactants needed to synthesize the given product. (1) Given the product [CH3:19][N:20]1[CH2:25][CH2:24][N:23]([CH2:17][N:9]2[C:10]3[C:15](=[CH:14][CH:13]=[CH:12][CH:11]=3)[C:7](=[CH:6][C:2]3[NH:1][CH:5]=[CH:4][CH:3]=3)[C:8]2=[O:16])[CH2:22][CH2:21]1, predict the reactants needed to synthesize it. The reactants are: [NH:1]1[CH:5]=[CH:4][CH:3]=[C:2]1/[CH:6]=[C:7]1\[C:8](=[O:16])[NH:9][C:10]2[C:15]\1=[CH:14][CH:13]=[CH:12][CH:11]=2.[CH2:17]=O.[CH3:19][N:20]1[CH2:25][CH2:24][NH:23][CH2:22][CH2:21]1. (2) Given the product [CH3:1][NH:2][CH2:12][CH2:11][CH2:10][O:3][C:4]1[CH:9]=[CH:8][CH:7]=[CH:6][CH:5]=1, predict the reactants needed to synthesize it. The reactants are: [CH3:1][NH2:2].[O:3]([CH2:10][CH2:11][CH2:12]Br)[C:4]1[CH:9]=[CH:8][CH:7]=[CH:6][CH:5]=1. (3) Given the product [CH3:1][O:2][C:3]1[CH:8]=[CH:7][CH:6]=[CH:5][C:4]=1[C:9]1[NH:10][C:11]2[C:16]([CH:17]=1)=[CH:15][C:14]([CH:18]1[CH2:19][CH:20]3[N:25]([CH2:26][CH2:27][NH:28][CH3:29])[CH:23]([CH2:22][CH2:21]3)[CH2:24]1)=[CH:13][CH:12]=2, predict the reactants needed to synthesize it. The reactants are: [CH3:1][O:2][C:3]1[CH:8]=[CH:7][CH:6]=[CH:5][C:4]=1[C:9]1[NH:10][C:11]2[C:16]([CH:17]=1)=[CH:15][C:14]([C:18]1[CH2:19][CH:20]3[N:25]([CH2:26][CH2:27][N:28](C)[C:29](=O)OC(C)(C)C)[CH:23]([CH:24]=1)[CH2:22][CH2:21]3)=[CH:13][CH:12]=2.C(O)(C(F)(F)F)=O. (4) Given the product [Cl:15][C:16]1[CH:21]=[CH:20][C:19]([NH:22][CH:11]2[CH2:10][CH2:9][NH:8][CH2:13][CH2:12]2)=[CH:18][CH:17]=1, predict the reactants needed to synthesize it. The reactants are: C(OC([N:8]1[CH2:13][CH2:12][C:11](=O)[CH2:10][CH2:9]1)=O)(C)(C)C.[Cl:15][C:16]1[CH:21]=[CH:20][C:19]([NH2:22])=[CH:18][CH:17]=1.[Na]. (5) The reactants are: C1(P(N=[N+]=[N-])(C2C=CC=CC=2)=[O:8])C=CC=CC=1.[F:18][C:19]([F:39])([F:38])[C:20]1[CH:25]=[CH:24][CH:23]=[CH:22][C:21]=1[C:26]1[CH:31]=[CH:30][N:29]2[N:32]=[CH:33][C:34](C(O)=O)=[C:28]2[N:27]=1.C([N:42]([CH2:45]C)CC)C.[C:47]([OH:51])([CH3:50])([CH3:49])[CH3:48]. Given the product [F:18][C:19]([F:39])([F:38])[C:20]1[CH:25]=[CH:24][CH:23]=[CH:22][C:21]=1[C:26]1[CH:31]=[CH:30][N:29]2[N:32]=[CH:33][C:34]([NH:42][C:45](=[O:8])[O:51][C:47]([CH3:50])([CH3:49])[CH3:48])=[C:28]2[N:27]=1, predict the reactants needed to synthesize it. (6) The reactants are: Cl[CH2:2][CH2:3][CH2:4][S:5](Cl)(=[O:7])=[O:6].[NH2:9][CH2:10][CH2:11][CH2:12][CH2:13][N:14]1[C:22]2[C:21]([CH3:23])=[C:20]([CH3:24])[N:19]=[C:18]([NH2:25])[C:17]=2[N:16]=[C:15]1[CH2:26][CH2:27][CH3:28].C(N(CC)CC)C.N12CCCN=C1CCCCC2. Given the product [O:6]=[S:5]1(=[O:7])[CH2:4][CH2:3][CH2:2][N:9]1[CH2:10][CH2:11][CH2:12][CH2:13][N:14]1[C:22]2[C:21]([CH3:23])=[C:20]([CH3:24])[N:19]=[C:18]([NH2:25])[C:17]=2[N:16]=[C:15]1[CH2:26][CH2:27][CH3:28], predict the reactants needed to synthesize it. (7) Given the product [F:1][C:2]1[CH:7]=[C:6]([C:8]([F:9])([F:10])[F:11])[CH:5]=[CH:4][C:3]=1[N:12]1[CH2:17][CH2:16][N:15]([C:27]([C:26]2[CH:30]=[C:22]([S:19]([CH3:18])(=[O:21])=[O:20])[CH:23]=[CH:24][C:25]=2[C:31]2[S:32][CH:33]=[CH:34][N:35]=2)=[O:28])[CH2:14][CH2:13]1, predict the reactants needed to synthesize it. The reactants are: [F:1][C:2]1[CH:7]=[C:6]([C:8]([F:11])([F:10])[F:9])[CH:5]=[CH:4][C:3]=1[N:12]1[CH2:17][CH2:16][NH:15][CH2:14][CH2:13]1.[CH3:18][S:19]([C:22]1[CH:23]=[CH:24][C:25]([C:31]2[S:32][CH:33]=[CH:34][N:35]=2)=[C:26]([CH:30]=1)[C:27](O)=[O:28])(=[O:21])=[O:20].